This data is from Reaction yield outcomes from USPTO patents with 853,638 reactions. The task is: Predict the reaction yield, written as a fraction of the theoretical maximum amount of product (1.0 means a 100% yield; for example, 0.34 means a 34% yield). The reactants are [Br:1][C:2]1[C:11]2[O:10][CH:9]([C:12]([F:15])([F:14])[F:13])[C:8]([C:16]([O:18]CC)=[O:17])=[CH:7][C:6]=2[CH:5]=[C:4]([Cl:21])[CH:3]=1.C(O)C.[OH-].[Na+].Cl. The catalyst is O.O1CCCC1. The product is [Br:1][C:2]1[C:11]2[O:10][CH:9]([C:12]([F:14])([F:13])[F:15])[C:8]([C:16]([OH:18])=[O:17])=[CH:7][C:6]=2[CH:5]=[C:4]([Cl:21])[CH:3]=1. The yield is 0.720.